From a dataset of Experimentally validated miRNA-target interactions with 360,000+ pairs, plus equal number of negative samples. Binary Classification. Given a miRNA mature sequence and a target amino acid sequence, predict their likelihood of interaction. The miRNA is hsa-miR-103a-3p with sequence AGCAGCAUUGUACAGGGCUAUGA. The protein sequence of the target gene is MSDKNQIAARASLIEQLMSKRNFEDLGNHLTELETIYVTKEHLQETDVVRAVYRVLKNCPSVALKKKAKCLLSKWKAVYKQTHSKARNSPKLFPVRGNKEENSGPSHDPSQNETLGICSSNSLSSQDVAKLSEMIVPENRAIQLKPKEEHFGDGDPESTGKRSSELLDPTTPMRTKCIELLYAALTSSSTDQPKADLWQNFAREIEEHVFTLYSKNIKKYKTCIRSKVANLKNPRNSHLQQNLLSGTTSPREFAEMTVMEMANKELKQLRASYTESCIQEHYLPQVIDGTQTNKIKCRRC.... Result: 0 (no interaction).